This data is from Full USPTO retrosynthesis dataset with 1.9M reactions from patents (1976-2016). The task is: Predict the reactants needed to synthesize the given product. (1) Given the product [OH:11][CH2:2][C:3]1[O:4][C:5](=[O:9])[O:6][C:7]=1[CH3:8], predict the reactants needed to synthesize it. The reactants are: Cl[CH2:2][C:3]1[O:4][C:5](=[O:9])[O:6][C:7]=1[CH3:8].C(O)=[O:11].C(N(CC)CC)C.O. (2) Given the product [CH2:33]([CH:32]([C:31]1[C:26]2[N:27]([C:23]([C:21]3[S:22][C:18]([C:2]4[O:1][CH:5]=[CH:4][N:3]=4)=[CH:19][C:20]=3[CH3:39])=[C:24]([CH3:38])[N:25]=2)[N:28]=[C:29]([CH3:37])[CH:30]=1)[CH2:35][CH3:36])[CH3:34], predict the reactants needed to synthesize it. The reactants are: [O:1]1[CH:5]=[CH:4][N:3]=[CH:2]1.C([Li])(C)(C)C.CCCCCC.Br[C:18]1[S:22][C:21]([C:23]2[N:27]3[N:28]=[C:29]([CH3:37])[CH:30]=[C:31]([CH:32]([CH2:35][CH3:36])[CH2:33][CH3:34])[C:26]3=[N:25][C:24]=2[CH3:38])=[C:20]([CH3:39])[CH:19]=1. (3) Given the product [O:21]1[CH:25]=[CH:24][CH:23]=[C:22]1[C:10](=[O:12])[CH2:9][C:8]([O:14][CH2:15][CH3:16])=[O:13], predict the reactants needed to synthesize it. The reactants are: C(N(CC)CC)C.[C:8]([O:14][CH2:15][CH3:16])(=[O:13])[CH2:9][C:10]([O-:12])=O.[K+].[Cl-].[Mg+2].[Cl-].[O:21]1[CH:25]=[CH:24][CH:23]=[C:22]1C(Cl)=O.